From a dataset of NCI-60 drug combinations with 297,098 pairs across 59 cell lines. Regression. Given two drug SMILES strings and cell line genomic features, predict the synergy score measuring deviation from expected non-interaction effect. (1) Drug 1: C1=CC(=CC=C1CCCC(=O)O)N(CCCl)CCCl. Drug 2: CCCCC(=O)OCC(=O)C1(CC(C2=C(C1)C(=C3C(=C2O)C(=O)C4=C(C3=O)C=CC=C4OC)O)OC5CC(C(C(O5)C)O)NC(=O)C(F)(F)F)O. Cell line: SNB-75. Synergy scores: CSS=0.694, Synergy_ZIP=-7.79, Synergy_Bliss=-14.6, Synergy_Loewe=-14.3, Synergy_HSA=-14.6. (2) Drug 1: C1CC(=O)NC(=O)C1N2CC3=C(C2=O)C=CC=C3N. Drug 2: C1=CN(C(=O)N=C1N)C2C(C(C(O2)CO)O)O.Cl. Cell line: SN12C. Synergy scores: CSS=4.23, Synergy_ZIP=-8.18, Synergy_Bliss=-13.7, Synergy_Loewe=-41.4, Synergy_HSA=-9.56. (3) Drug 1: C1C(C(OC1N2C=NC3=C(N=C(N=C32)Cl)N)CO)O. Drug 2: B(C(CC(C)C)NC(=O)C(CC1=CC=CC=C1)NC(=O)C2=NC=CN=C2)(O)O. Cell line: RPMI-8226. Synergy scores: CSS=27.1, Synergy_ZIP=-7.34, Synergy_Bliss=-16.1, Synergy_Loewe=-39.9, Synergy_HSA=-13.2. (4) Drug 1: CCCS(=O)(=O)NC1=C(C(=C(C=C1)F)C(=O)C2=CNC3=C2C=C(C=N3)C4=CC=C(C=C4)Cl)F. Drug 2: CCC1=CC2CC(C3=C(CN(C2)C1)C4=CC=CC=C4N3)(C5=C(C=C6C(=C5)C78CCN9C7C(C=CC9)(C(C(C8N6C)(C(=O)OC)O)OC(=O)C)CC)OC)C(=O)OC.C(C(C(=O)O)O)(C(=O)O)O. Cell line: UACC-257. Synergy scores: CSS=61.2, Synergy_ZIP=7.02, Synergy_Bliss=9.78, Synergy_Loewe=11.2, Synergy_HSA=12.0.